This data is from Peptide-MHC class II binding affinity with 134,281 pairs from IEDB. The task is: Regression. Given a peptide amino acid sequence and an MHC pseudo amino acid sequence, predict their binding affinity value. This is MHC class II binding data. The peptide sequence is ISGYNFSLSAAVKAG. The MHC is DRB1_0401 with pseudo-sequence DRB1_0401. The binding affinity (normalized) is 0.536.